Dataset: Forward reaction prediction with 1.9M reactions from USPTO patents (1976-2016). Task: Predict the product of the given reaction. (1) Given the reactants [C:1](PCC1C(CPC(C)(C)C)=CC=CC=1)(C)(C)C.CS(O)(=O)=O.[C:24]([O-:44])(=[O:43])[CH2:25][CH2:26][CH2:27][CH2:28][CH2:29][CH2:30][CH2:31]/[CH:32]=[CH:33]\[CH2:34][C@@H:35]([CH2:37][CH2:38][CH2:39][CH2:40][CH2:41][CH3:42])[OH:36], predict the reaction product. The product is: [C:24]([O:44][CH3:1])(=[O:43])[CH2:25][CH2:26][CH2:27][CH2:28][CH2:29][CH2:30][CH2:31]/[CH:32]=[CH:33]\[CH2:34][C@@H:35]([CH2:37][CH2:38][CH2:39][CH2:40][CH2:41][CH3:42])[OH:36]. (2) Given the reactants [CH3:1][C:2]1[C:6]2[CH:7]=[CH:8][C:9]([CH3:11])=[CH:10][C:5]=2[O:4][C:3]=1[CH:12]([CH2:16][CH2:17][CH2:18][CH3:19])[CH2:13][CH2:14]O.C1(P(C2C=CC=CC=2)C2C=CC=CC=2)C=CC=CC=1.C(Br)(Br)(Br)[Br:40], predict the reaction product. The product is: [Br:40][CH2:14][CH2:13][CH:12]([C:3]1[O:4][C:5]2[CH:10]=[C:9]([CH3:11])[CH:8]=[CH:7][C:6]=2[C:2]=1[CH3:1])[CH2:16][CH2:17][CH2:18][CH3:19]. (3) Given the reactants [CH:1]([O:4][C:5]1[N:10]=[CH:9][C:8]([O:11][C:12]2[CH:17]=[CH:16][C:15]([CH2:18][CH2:19][C:20](=O)[CH:21]([CH3:23])[CH3:22])=[CH:14][CH:13]=2)=[CH:7][CH:6]=1)([CH3:3])[CH3:2].Cl.[CH2:26]([O:33][NH2:34])[C:27]1[CH:32]=[CH:31][CH:30]=[CH:29][CH:28]=1.N1C=CC=CC=1, predict the reaction product. The product is: [CH2:26]([O:33][N:34]=[C:20]([CH:21]([CH3:23])[CH3:22])[CH2:19][CH2:18][C:15]1[CH:16]=[CH:17][C:12]([O:11][C:8]2[CH:9]=[N:10][C:5]([O:4][CH:1]([CH3:3])[CH3:2])=[CH:6][CH:7]=2)=[CH:13][CH:14]=1)[C:27]1[CH:32]=[CH:31][CH:30]=[CH:29][CH:28]=1. (4) Given the reactants [C:1]([NH:9][NH2:10])(=[O:8])[C:2]1[CH:7]=[CH:6][N:5]=[CH:4][CH:3]=1.[CH3:11][N:12]=[C:13]=[S:14], predict the reaction product. The product is: [C:1]([NH:9][NH:10][C:13](=[S:14])[NH:12][CH3:11])(=[O:8])[C:2]1[CH:7]=[CH:6][N:5]=[CH:4][CH:3]=1. (5) Given the reactants Cl.[F:2][C:3]1[CH:11]=[C:10]2[C:6]([C:7]([C:21]3[CH:22]=[N:23][N:24]([CH:26]4[CH2:31][CH2:30][NH:29][CH2:28][CH2:27]4)[CH:25]=3)=[CH:8][N:9]2[S:12]([C:15]2[CH:20]=[CH:19][CH:18]=[CH:17][CH:16]=2)(=[O:14])=[O:13])=[CH:5][CH:4]=1.CCN(CC)CC.[F:39][C:40]([F:53])([F:52])[S:41](O[S:41]([C:40]([F:53])([F:52])[F:39])(=[O:43])=[O:42])(=[O:43])=[O:42], predict the reaction product. The product is: [F:2][C:3]1[CH:11]=[C:10]2[C:6]([C:7]([C:21]3[CH:22]=[N:23][N:24]([CH:26]4[CH2:31][CH2:30][N:29]([S:41]([C:40]([F:53])([F:52])[F:39])(=[O:43])=[O:42])[CH2:28][CH2:27]4)[CH:25]=3)=[CH:8][N:9]2[S:12]([C:15]2[CH:16]=[CH:17][CH:18]=[CH:19][CH:20]=2)(=[O:13])=[O:14])=[CH:5][CH:4]=1.